This data is from Full USPTO retrosynthesis dataset with 1.9M reactions from patents (1976-2016). The task is: Predict the reactants needed to synthesize the given product. (1) Given the product [CH2:8]([O:15][C:16]1[CH:17]=[C:18]2[C:23](=[CH:24][CH:25]=1)[C:22]([O:26][C:27]1[CH:28]=[CH:29][C:30]([OH:6])=[CH:33][CH:34]=1)=[C:21]([C:35]1[CH:40]=[CH:39][C:38]([F:41])=[CH:37][CH:36]=1)[CH:20]=[CH:19]2)[C:9]1[CH:10]=[CH:11][CH:12]=[CH:13][CH:14]=1, predict the reactants needed to synthesize it. The reactants are: OS(O)(=O)=O.[OH:6]O.[CH2:8]([O:15][C:16]1[CH:17]=[C:18]2[C:23](=[CH:24][CH:25]=1)[C:22]([O:26][C:27]1[CH:34]=[CH:33][C:30](C=O)=[CH:29][CH:28]=1)=[C:21]([C:35]1[CH:40]=[CH:39][C:38]([F:41])=[CH:37][CH:36]=1)[CH:20]=[CH:19]2)[C:9]1[CH:14]=[CH:13][CH:12]=[CH:11][CH:10]=1.O. (2) Given the product [NH:26]([C:15]1[CH:14]=[CH:13][C:8]([C:9]([O:11][CH3:12])=[O:10])=[C:7]([NH:6][C:5]2[CH:18]=[CH:19][C:2]([F:1])=[CH:3][CH:4]=2)[CH:16]=1)[C:27]1[CH:32]=[CH:31][CH:30]=[CH:29][CH:28]=1, predict the reactants needed to synthesize it. The reactants are: [F:1][C:2]1[CH:19]=[CH:18][C:5]([NH:6][C:7]2[CH:16]=[C:15](I)[CH:14]=[CH:13][C:8]=2[C:9]([O:11][CH3:12])=[O:10])=[CH:4][CH:3]=1.C(=O)([O-])[O-].[Cs+].[Cs+].[NH2:26][C:27]1[CH:32]=[CH:31][CH:30]=[CH:29][CH:28]=1. (3) Given the product [CH2:9]=[CH:10][C:11]1[CH:16]=[CH:15][CH:14]=[CH:13][CH:12]=1.[CH2:22]=[CH:23][C:24](=[CH2:25])[CH3:26].[CH2:34]=[CH:35][C:36]1[CH:41]=[CH:40][CH:39]=[CH:38][CH:37]=1, predict the reactants needed to synthesize it. The reactants are: CN(CCN(C)C)C.[CH2:9]=[CH:10][C:11]1[CH:16]=[CH:15][CH:14]=[CH:13][CH:12]=1.C([Li])CCC.[CH2:22]=[CH:23][C:24](=[CH2:26])[CH3:25].CO.C=CC(=C)C.[CH2:34]=[CH:35][C:36]1[CH:41]=[CH:40][CH:39]=[CH:38][CH:37]=1. (4) Given the product [C:1]1([C:13](=[O:17])[C:14]([O:20][CH3:19])=[O:15])[C:11]2=[C:12]3[C:7](=[CH:8][CH:9]=[CH:10]2)[CH2:6][CH2:5][CH2:4][N:3]3[CH:2]=1, predict the reactants needed to synthesize it. The reactants are: [CH:1]1[CH:11]2[CH:12]3[C:7](=[CH:8][CH:9]=[CH:10]2)[CH2:6][CH2:5][CH2:4][N:3]3[CH:2]=1.[C:13](Cl)(=[O:17])[C:14](Cl)=[O:15].[CH3:19][O-:20].[Na+]. (5) Given the product [CH2:1]([N:5]1[C:14]2[C:9](=[CH:10][CH:11]=[C:12]([C:15]([OH:17])=[O:16])[CH:13]=2)[CH2:8][CH2:7][CH2:6]1)[CH2:2][CH2:3][CH3:4], predict the reactants needed to synthesize it. The reactants are: [CH2:1]([N:5]1[C:14]2[C:9](=[CH:10][CH:11]=[C:12]([C:15]([O:17]C)=[O:16])[CH:13]=2)[CH2:8][CH2:7][CH2:6]1)[CH2:2][CH2:3][CH3:4].[OH-].[K+].